This data is from NCI-60 drug combinations with 297,098 pairs across 59 cell lines. The task is: Regression. Given two drug SMILES strings and cell line genomic features, predict the synergy score measuring deviation from expected non-interaction effect. (1) Drug 1: C1=CC(=CC=C1CCCC(=O)O)N(CCCl)CCCl. Drug 2: CC1CCC2CC(C(=CC=CC=CC(CC(C(=O)C(C(C(=CC(C(=O)CC(OC(=O)C3CCCCN3C(=O)C(=O)C1(O2)O)C(C)CC4CCC(C(C4)OC)O)C)C)O)OC)C)C)C)OC. Cell line: MALME-3M. Synergy scores: CSS=28.3, Synergy_ZIP=-2.46, Synergy_Bliss=-1.06, Synergy_Loewe=-2.65, Synergy_HSA=5.31. (2) Drug 1: C1=C(C(=O)NC(=O)N1)F. Drug 2: CC(C)(C#N)C1=CC(=CC(=C1)CN2C=NC=N2)C(C)(C)C#N. Cell line: SR. Synergy scores: CSS=41.5, Synergy_ZIP=-4.59, Synergy_Bliss=-14.6, Synergy_Loewe=-15.2, Synergy_HSA=-14.2. (3) Drug 1: COC1=CC(=CC(=C1O)OC)C2C3C(COC3=O)C(C4=CC5=C(C=C24)OCO5)OC6C(C(C7C(O6)COC(O7)C8=CC=CS8)O)O. Drug 2: CC(C)(C#N)C1=CC(=CC(=C1)CN2C=NC=N2)C(C)(C)C#N. Cell line: NCI/ADR-RES. Synergy scores: CSS=-1.51, Synergy_ZIP=-1.65, Synergy_Bliss=-4.87, Synergy_Loewe=-3.03, Synergy_HSA=-4.28. (4) Drug 1: CC1=C(C=C(C=C1)NC(=O)C2=CC=C(C=C2)CN3CCN(CC3)C)NC4=NC=CC(=N4)C5=CN=CC=C5. Drug 2: CC12CCC3C(C1CCC2OP(=O)(O)O)CCC4=C3C=CC(=C4)OC(=O)N(CCCl)CCCl.[Na+]. Cell line: NCI-H522. Synergy scores: CSS=2.57, Synergy_ZIP=-5.07, Synergy_Bliss=-1.28, Synergy_Loewe=-4.19, Synergy_HSA=-2.54. (5) Drug 1: CC1=C2C(C(=O)C3(C(CC4C(C3C(C(C2(C)C)(CC1OC(=O)C(C(C5=CC=CC=C5)NC(=O)OC(C)(C)C)O)O)OC(=O)C6=CC=CC=C6)(CO4)OC(=O)C)OC)C)OC. Drug 2: CN1C2=C(C=C(C=C2)N(CCCl)CCCl)N=C1CCCC(=O)O.Cl. Cell line: IGROV1. Synergy scores: CSS=43.2, Synergy_ZIP=9.98, Synergy_Bliss=11.1, Synergy_Loewe=-1.92, Synergy_HSA=12.5. (6) Drug 1: C1=NC(=NC(=O)N1C2C(C(C(O2)CO)O)O)N. Drug 2: C1=CN(C=N1)CC(O)(P(=O)(O)O)P(=O)(O)O. Cell line: OVCAR-4. Synergy scores: CSS=29.8, Synergy_ZIP=-7.98, Synergy_Bliss=2.06, Synergy_Loewe=0.0887, Synergy_HSA=2.64. (7) Drug 1: CC12CCC3C(C1CCC2O)C(CC4=C3C=CC(=C4)O)CCCCCCCCCS(=O)CCCC(C(F)(F)F)(F)F. Drug 2: C(CC(=O)O)C(=O)CN.Cl. Cell line: DU-145. Synergy scores: CSS=10.2, Synergy_ZIP=-2.29, Synergy_Bliss=0.536, Synergy_Loewe=-3.46, Synergy_HSA=-1.77. (8) Drug 1: CN1C2=C(C=C(C=C2)N(CCCl)CCCl)N=C1CCCC(=O)O.Cl. Drug 2: CC12CCC3C(C1CCC2OP(=O)(O)O)CCC4=C3C=CC(=C4)OC(=O)N(CCCl)CCCl.[Na+]. Cell line: CAKI-1. Synergy scores: CSS=-1.32, Synergy_ZIP=-0.129, Synergy_Bliss=-1.43, Synergy_Loewe=-3.34, Synergy_HSA=-3.05. (9) Drug 1: CC1=C(C=C(C=C1)C(=O)NC2=CC(=CC(=C2)C(F)(F)F)N3C=C(N=C3)C)NC4=NC=CC(=N4)C5=CN=CC=C5. Drug 2: CN(C(=O)NC(C=O)C(C(C(CO)O)O)O)N=O. Cell line: OVCAR-5. Synergy scores: CSS=2.83, Synergy_ZIP=-1.46, Synergy_Bliss=-8.55, Synergy_Loewe=-3.89, Synergy_HSA=-10.6. (10) Drug 1: CCC1(CC2CC(C3=C(CCN(C2)C1)C4=CC=CC=C4N3)(C5=C(C=C6C(=C5)C78CCN9C7C(C=CC9)(C(C(C8N6C)(C(=O)OC)O)OC(=O)C)CC)OC)C(=O)OC)O.OS(=O)(=O)O. Drug 2: C(CC(=O)O)C(=O)CN.Cl. Cell line: HS 578T. Synergy scores: CSS=8.34, Synergy_ZIP=-0.711, Synergy_Bliss=5.28, Synergy_Loewe=3.35, Synergy_HSA=3.26.